This data is from Forward reaction prediction with 1.9M reactions from USPTO patents (1976-2016). The task is: Predict the product of the given reaction. (1) The product is: [F:28][C:29]([F:42])([F:41])[S:30]([O:21][C:9]1[C:8]2[C:3]([O:2][CH3:1])=[N:4][CH:5]=[CH:6][C:7]=2[N:11]([CH2:12][C:13]2[CH:18]=[CH:17][C:16]([O:19][CH3:20])=[CH:15][CH:14]=2)[N:10]=1)(=[O:32])=[O:31]. Given the reactants [CH3:1][O:2][C:3]1[C:8]2[C:9](=[O:21])[NH:10][N:11]([CH2:12][C:13]3[CH:18]=[CH:17][C:16]([O:19][CH3:20])=[CH:15][CH:14]=3)[C:7]=2[CH:6]=[CH:5][N:4]=1.N1C=CC=CC=1.[F:28][C:29]([F:42])([F:41])[S:30](O[S:30]([C:29]([F:42])([F:41])[F:28])(=[O:32])=[O:31])(=[O:32])=[O:31].[Cl-].[NH4+], predict the reaction product. (2) Given the reactants [C:1]([O:4][C@H:5]1[CH2:10][CH2:9][C@H:8]2[C@H:11]3[C@H:21]([CH2:22][CH2:23][C@:6]12[CH3:7])[C@:19]1([CH3:20])[C@:14]([F:25])([CH2:15][C@@H:16]([OH:24])[CH2:17][CH2:18]1)[C:13](=[O:26])[CH2:12]3)(=[O:3])[CH3:2].C1(P(C2C=CC=CC=2)C2C=CC=CC=2)C=CC=CC=1.[C:46](O)(=[O:48])[CH3:47].CCOC(/N=N/C(OCC)=O)=O, predict the reaction product. The product is: [F:25][C@:14]12[CH2:15][C@H:16]([O:24][C:46](=[O:48])[CH3:47])[CH2:17][CH2:18][C@:19]1([CH3:20])[C@@H:21]1[C@H:11]([C@H:8]3[C@@:6]([CH2:23][CH2:22]1)([CH3:7])[C@@H:5]([O:4][C:1](=[O:3])[CH3:2])[CH2:10][CH2:9]3)[CH2:12][C:13]2=[O:26]. (3) Given the reactants [Cl:1][C:2]1[CH:7]=[CH:6][C:5]([OH:8])=[CH:4][CH:3]=1.Cl[C:10]1[C:19]2[C:14](=[C:15]([O:20][CH3:21])[CH:16]=[CH:17][CH:18]=2)[CH:13]=[C:12]([NH:22][C:23]2[CH:27]=[C:26]([CH3:28])[NH:25][N:24]=2)[N:11]=1, predict the reaction product. The product is: [Cl:1][C:2]1[CH:7]=[CH:6][C:5]([O:8][C:10]2[C:19]3[C:14](=[C:15]([O:20][CH3:21])[CH:16]=[CH:17][CH:18]=3)[CH:13]=[C:12]([NH:22][C:23]3[CH:27]=[C:26]([CH3:28])[NH:25][N:24]=3)[N:11]=2)=[CH:4][CH:3]=1. (4) Given the reactants O1CCCCC1[O:7][C:8]1[CH:13]=[CH:12][C:11]([C@@H:14]2[CH2:19][CH2:18][O:17][CH2:16][C@H:15]2[NH:20][S:21]([CH:24]([CH3:26])[CH3:25])(=[O:23])=[O:22])=[CH:10][CH:9]=1.O.CC1C=CC(S([O-])(=O)=O)=CC=1.C1C=C[NH+]=CC=1, predict the reaction product. The product is: [OH:7][C:8]1[CH:9]=[CH:10][C:11]([C@@H:14]2[CH2:19][CH2:18][O:17][CH2:16][C@H:15]2[NH:20][S:21]([CH:24]([CH3:26])[CH3:25])(=[O:23])=[O:22])=[CH:12][CH:13]=1. (5) Given the reactants [Cl:1][C:2]1[CH:7]=[CH:6][C:5]([NH:8][C:9](=[O:21])[C:10]2[CH:11]=[C:12]([CH:16]=[CH:17][C:18]=2[O:19][CH3:20])[C:13]([NH2:15])=[O:14])=[CH:4][CH:3]=1.Br[CH2:23][CH:24]=[CH:25][CH2:26]C, predict the reaction product. The product is: [Cl:1][C:2]1[CH:7]=[CH:6][C:5]([NH:8][C:9](=[O:21])[C:10]2[CH:11]=[C:12]([CH:16]=[CH:17][C:18]=2[O:19][CH2:20][CH:23]=[CH:24][CH2:25][CH3:26])[C:13]([NH2:15])=[O:14])=[CH:4][CH:3]=1. (6) Given the reactants [C:1]([O:5][C:6]([N:8]1[CH2:13][CH:12]=[C:11]([CH:14]([C:22]([OH:24])=O)[C:15]2[CH:20]=[CH:19][C:18]([F:21])=[CH:17][CH:16]=2)[CH2:10][CH2:9]1)=[O:7])([CH3:4])([CH3:3])[CH3:2].Cl.Cl.[C:27]1([CH2:37][CH2:38][CH2:39][CH2:40][N:41]2[CH2:46][CH2:45][NH:44][CH2:43][CH2:42]2)[C:36]2[C:31](=[CH:32][CH:33]=[CH:34][CH:35]=2)[CH:30]=[CH:29][CH:28]=1.Cl.CNC(NC)CCN=C=NCC.O.ON1C2C=CC=CC=2N=N1, predict the reaction product. The product is: [C:1]([O:5][C:6]([N:8]1[CH2:13][CH:12]=[C:11]([CH:14]([C:15]2[CH:16]=[CH:17][C:18]([F:21])=[CH:19][CH:20]=2)[C:22]([N:44]2[CH2:43][CH2:42][N:41]([CH2:40][CH2:39][CH2:38][CH2:37][C:27]3[C:36]4[C:31](=[CH:32][CH:33]=[CH:34][CH:35]=4)[CH:30]=[CH:29][CH:28]=3)[CH2:46][CH2:45]2)=[O:24])[CH2:10][CH2:9]1)=[O:7])([CH3:2])([CH3:4])[CH3:3].